From a dataset of Full USPTO retrosynthesis dataset with 1.9M reactions from patents (1976-2016). Predict the reactants needed to synthesize the given product. (1) Given the product [CH:23]1([N:22]2[C:21]3[CH:29]=[CH:30][C:31]([C:33]([OH:35])=[O:34])=[CH:32][C:20]=3[N:19]=[C:18]2[C:13]2[CH:14]=[C:15]3[C:10](=[CH:11][CH:12]=2)[N:9]=[C:48]([C:39]2[C:40]([O:46][CH3:47])=[CH:41][C:42]([O:44][CH3:45])=[CH:43][C:38]=2[OH:37])[CH:49]=[CH:16]3)[CH2:24][CH2:25][CH2:26][CH2:27][CH2:28]1, predict the reactants needed to synthesize it. The reactants are: BrC1C=CC(O)=C(C2C=[CH:16][C:15]3[C:10](=[CH:11][CH:12]=[C:13]([C:18]4[N:22]([CH:23]5[CH2:28][CH2:27][CH2:26][CH2:25][CH2:24]5)[C:21]5[CH:29]=[CH:30][C:31]([C:33]([OH:35])=[O:34])=[CH:32][C:20]=5[N:19]=4)[CH:14]=3)[N:9]=2)C=1.[OH:37][C:38]1[CH:43]=[C:42]([O:44][CH3:45])[CH:41]=[C:40]([O:46][CH3:47])[C:39]=1[C:48](=O)[CH3:49].[OH-].[K+]. (2) Given the product [NH2:1][C:2]1[CH:7]=[CH:6][C:5]([CH3:10])=[C:4]([CH3:9])[N:3]=1, predict the reactants needed to synthesize it. The reactants are: [NH2:1][C:2]1[CH:7]=[CH:6][C:5](Br)=[C:4]([CH3:9])[N:3]=1.[C:10]([O-])([O-])=O.[K+].[K+].CB1OB(C)OB(C)O1.O. (3) The reactants are: [Br:1][C:2]1[CH:10]=[CH:9][C:5]([C:6]([OH:8])=O)=[CH:4][N:3]=1.[CH:11]1([C:14]2[C:15]([N:21]3[CH2:26][CH2:25][NH:24][CH2:23][CH2:22]3)=[N:16][CH:17]=[C:18]([CH3:20])[CH:19]=2)[CH2:13][CH2:12]1. Given the product [Br:1][C:2]1[N:3]=[CH:4][C:5]([C:6]([N:24]2[CH2:25][CH2:26][N:21]([C:15]3[C:14]([CH:11]4[CH2:13][CH2:12]4)=[CH:19][C:18]([CH3:20])=[CH:17][N:16]=3)[CH2:22][CH2:23]2)=[O:8])=[CH:9][CH:10]=1, predict the reactants needed to synthesize it. (4) Given the product [CH:1]1([C:4]2[NH:8][C:7]3[CH:16]=[C:17]([C:27]4[C:28]([CH3:33])=[N:29][O:30][C:31]=4[CH3:32])[CH:18]=[C:19]([C@H:20]([C@@H:21]4[CH2:25][CH2:24][CH2:23][O:22]4)[OH:26])[C:6]=3[N:5]=2)[CH2:3][CH2:2]1.[CH:1]1([C:4]2[NH:8][C:7]3[CH:16]=[C:17]([C:27]4[C:28]([CH3:33])=[N:29][O:30][C:31]=4[CH3:32])[CH:18]=[C:19]([C@H:20]([C@H:21]4[CH2:25][CH2:24][CH2:23][O:22]4)[OH:26])[C:6]=3[N:5]=2)[CH2:3][CH2:2]1, predict the reactants needed to synthesize it. The reactants are: [CH:1]1([C:4]2[N:8](C(OC(C)(C)C)=O)[C:7]3[CH:16]=[C:17]([C:27]4[C:28]([CH3:33])=[N:29][O:30][C:31]=4[CH3:32])[CH:18]=[C:19]([CH:20]([OH:26])[CH:21]4[CH2:25][CH2:24][CH2:23][O:22]4)[C:6]=3[N:5]=2)[CH2:3][CH2:2]1.C(O)(C(F)(F)F)=O. (5) Given the product [I-:29].[CH3:7][N+:6]([CH3:30])([CH2:5][C:4]([O:3][CH2:1][CH3:2])=[O:28])[CH2:8][CH2:9][CH:10]([C:22]1[CH:23]=[CH:24][CH:25]=[CH:26][CH:27]=1)[O:11][C:12]1[CH:17]=[CH:16][C:15]([C:18]([F:19])([F:20])[F:21])=[CH:14][CH:13]=1, predict the reactants needed to synthesize it. The reactants are: [CH2:1]([O:3][C:4](=[O:28])[CH2:5][N:6]([CH2:8][CH2:9][CH:10]([C:22]1[CH:27]=[CH:26][CH:25]=[CH:24][CH:23]=1)[O:11][C:12]1[CH:17]=[CH:16][C:15]([C:18]([F:21])([F:20])[F:19])=[CH:14][CH:13]=1)[CH3:7])[CH3:2].[I:29][CH3:30]. (6) Given the product [C:19]([O:11][C:10]1[CH:9]=[CH:8][C:7]([OH:12])=[CH:6][C:5]=1[C:1]([CH3:2])([CH3:3])[CH3:4])(=[O:21])[CH3:20], predict the reactants needed to synthesize it. The reactants are: [C:1]([C:5]1[CH:6]=[C:7]([O:12]C)[CH:8]=[CH:9][C:10]=1[OH:11])([CH3:4])([CH3:3])[CH3:2].S(=O)(=O)(O)O.[C:19](O)(=[O:21])[CH3:20]. (7) Given the product [CH3:1][N:2]([CH3:3])[CH2:4][C@H:19]([NH2:24])[CH2:20][CH:21]([CH3:6])[CH3:22], predict the reactants needed to synthesize it. The reactants are: [CH3:1][N:2]([CH:4]=O)[CH3:3].[CH3:6]NC.CN(C(ON1N=[N:24][C:19]2[CH:20]=[CH:21][CH:22]=CC1=2)=[N+](C)C)C.F[P-](F)(F)(F)(F)F.C([O-])(O)=O.[Na+].